From a dataset of Cav3 T-type calcium channel HTS with 100,875 compounds. Binary Classification. Given a drug SMILES string, predict its activity (active/inactive) in a high-throughput screening assay against a specified biological target. The drug is O1c2c(OCC1)ccc(c2)CC(OCC(=O)NC(=O)NCCOC)=O. The result is 0 (inactive).